This data is from Reaction yield outcomes from USPTO patents with 853,638 reactions. The task is: Predict the reaction yield, written as a fraction of the theoretical maximum amount of product (1.0 means a 100% yield; for example, 0.34 means a 34% yield). (1) The reactants are C1(N)CCCCC1.[C:8]([O:12][C:13](=[O:28])[CH2:14][C@@H:15]([CH2:19][CH2:20][CH2:21][C:22]1[CH:27]=[CH:26][CH:25]=[CH:24][CH:23]=1)[C:16]([OH:18])=[O:17])([CH3:11])([CH3:10])[CH3:9].C(OCC)(=O)C.C(O)(=O)CC(CC(O)=O)(C(O)=O)O.[OH-].[Na+:49]. The catalyst is O. The product is [Na+:49].[C:8]([O:12][C:13](=[O:28])[CH2:14][C@@H:15]([CH2:19][CH2:20][CH2:21][CH:22]1[CH2:23][CH2:24][CH2:25][CH2:26][CH2:27]1)[C:16]([O-:18])=[O:17])([CH3:11])([CH3:9])[CH3:10]. The yield is 0.690. (2) The reactants are Cl[C:2]1C(C(N)=O)=CN=C(Cl)[CH:3]=1.[CH2:12]([O:19][C:20]1[CH:25]=[CH:24][C:23]([OH:26])=[CH:22][CH:21]=1)[C:13]1[CH:18]=[CH:17][CH:16]=[CH:15][CH:14]=1.C(OC(=O)N[C@H]1CCNC1)(C)(C)C.C(O)(=O)C=C.[C:45]([C:48]1[CH:49]=[CH:50][C:51]([C:68]2[CH2:73][CH2:72][N:71]([C:74]([O:76]C(C)(C)C)=O)[CH2:70]C=2)=[N:52][C:53]=1NC1C=CC(CCN2CCCC2)=CC=1)(=[O:47])[NH2:46]. No catalyst specified. The product is [C:74]([N:71]1[CH2:72][CH2:73][CH:68]([C:51]2[CH:50]=[C:49]([O:26][C:23]3[CH:22]=[CH:21][C:20]([O:19][CH2:12][C:13]4[CH:14]=[CH:15][CH:16]=[CH:17][CH:18]=4)=[CH:25][CH:24]=3)[C:48]([C:45]([NH2:46])=[O:47])=[CH:53][N:52]=2)[CH2:70]1)(=[O:76])[CH:2]=[CH2:3]. The yield is 0.296. (3) The reactants are C(OC([N:8]1[CH2:36][CH2:35][C:11]2([C:16](=[O:17])[N:15]([C:18]3[CH:23]=[CH:22][C:21]([CH:24]4[CH2:28][CH2:27][CH:26]([N:29]5[CH2:33][CH2:32][CH2:31][CH:30]5[CH3:34])[CH2:25]4)=[CH:20][CH:19]=3)[CH2:14][CH2:13][CH2:12]2)[CH2:10][CH2:9]1)=O)(C)(C)C.[ClH:37]. The catalyst is O1CCOCC1.CO.C(Cl)Cl. The product is [ClH:37].[CH3:34][CH:30]1[CH2:31][CH2:32][CH2:33][N:29]1[CH:26]1[CH2:27][CH2:28][CH:24]([C:21]2[CH:22]=[CH:23][C:18]([N:15]3[CH2:14][CH2:13][CH2:12][C:11]4([CH2:35][CH2:36][NH:8][CH2:9][CH2:10]4)[C:16]3=[O:17])=[CH:19][CH:20]=2)[CH2:25]1. The yield is 1.00. (4) The reactants are [Cl:1][C:2]1[CH:7]=[CH:6][C:5]([C:8]2[S:16][C:15]3[C:14](=[O:17])[N:13]([C:18]4[CH:23]=[CH:22][C:21]([O:24][CH2:25][C:26]([OH:29])([CH3:28])[CH3:27])=[C:20]([CH2:30][CH3:31])[CH:19]=4)[CH:12]=[N:11][C:10]=3[CH:9]=2)=[CH:4][CH:3]=1.N1(C2C=CN=CC=2)CCCC1.[C:43]([O:47][C:48]([NH:50][CH2:51][C:52](O)=[O:53])=[O:49])([CH3:46])([CH3:45])[CH3:44].C(N=C=NC(C)C)(C)C.O.NN. The catalyst is C(Cl)Cl. The product is [C:43]([O:47][C:48]([NH:50][CH2:51][C:52]([O:29][C:26]([CH3:27])([CH3:28])[CH2:25][O:24][C:21]1[CH:22]=[CH:23][C:18]([N:13]2[C:14](=[O:17])[C:15]3[S:16][C:8]([C:5]4[CH:4]=[CH:3][C:2]([Cl:1])=[CH:7][CH:6]=4)=[CH:9][C:10]=3[N:11]=[CH:12]2)=[CH:19][C:20]=1[CH2:30][CH3:31])=[O:53])=[O:49])([CH3:46])([CH3:45])[CH3:44]. The yield is 1.00. (5) The reactants are Br[C:2]1[CH:11]=[C:10]2[C:5]([CH:6]=[CH:7][C:8]([C:12]([NH:14][C:15]3[CH:16]=[N:17][CH:18]=[CH:19][C:20]=3[N:21]3[CH2:26][C@H:25]([CH3:27])[C@@H:24]([O:28][Si:29]([C:32]([CH3:35])([CH3:34])[CH3:33])([CH3:31])[CH3:30])[C@H:23]([NH:36][C:37](=[O:43])[O:38][C:39]([CH3:42])([CH3:41])[CH3:40])[CH2:22]3)=[O:13])=[N:9]2)=[CH:4][CH:3]=1.[O-]P([O-])([O-])=O.[K+].[K+].[K+].[C:52](B1OC(C)(C)C(C)(C)O1)([CH3:54])=[CH2:53]. The catalyst is O1CCOCC1.C1(P(C2CCCCC2)C2C=CC=CC=2C2C(C(C)C)=CC(C(C)C)=CC=2C(C)C)CCCCC1.NC1C=CC=CC=1C1C=CC=CC=1[Pd]Cl. The product is [Si:29]([O:28][C@@H:24]1[C@@H:25]([CH3:27])[CH2:26][N:21]([C:20]2[CH:19]=[CH:18][N:17]=[CH:16][C:15]=2[NH:14][C:12]([C:8]2[CH:7]=[CH:6][C:5]3[C:10](=[CH:11][C:2]([C:52]([CH3:54])=[CH2:53])=[CH:3][CH:4]=3)[N:9]=2)=[O:13])[CH2:22][C@H:23]1[NH:36][C:37](=[O:43])[O:38][C:39]([CH3:42])([CH3:40])[CH3:41])([C:32]([CH3:34])([CH3:33])[CH3:35])([CH3:31])[CH3:30]. The yield is 0.790. (6) The reactants are Br.C([N:6]1[C:15](=[O:16])[C:14]2[C:9](=[CH:10][C:11]([CH3:41])=[C:12]([CH2:18][CH2:19][S:20]([N:23]3[CH2:40][CH2:39][C:26]4([N:30]=[C:29]([CH:31]5[CH2:36][CH2:35][CH:34]([CH3:37])[CH2:33][CH2:32]5)[NH:28][C:27]4=[O:38])[CH2:25][CH2:24]3)(=[O:22])=[O:21])[C:13]=2[CH3:17])[NH:8][C:7]1=[O:42])(C)(C)C. The catalyst is C(O)(=O)C. The product is [CH3:17][C:13]1[C:12]([CH2:18][CH2:19][S:20]([N:23]2[CH2:40][CH2:39][C:26]3([N:30]=[C:29]([CH:31]4[CH2:32][CH2:33][CH:34]([CH3:37])[CH2:35][CH2:36]4)[NH:28][C:27]3=[O:38])[CH2:25][CH2:24]2)(=[O:22])=[O:21])=[C:11]([CH3:41])[CH:10]=[C:9]2[C:14]=1[C:15](=[O:16])[NH:6][C:7](=[O:42])[NH:8]2. The yield is 0.440. (7) The reactants are CCN(C(C)C)C(C)C.[C:10]1([C:16]2[CH:17]=[C:18]([C:21]([OH:23])=O)[NH:19][CH:20]=2)[CH:15]=[CH:14][CH:13]=[CH:12][CH:11]=1.C1C=CC2N(O)N=NC=2C=1.CCN=C=NCCCN(C)C.Cl.[NH2:46][CH2:47][C:48]([N:50]1[CH2:55][CH2:54][N:53]([C:56](=[O:67])[C:57]2[CH:62]=[CH:61][CH:60]=[CH:59][C:58]=2[C:63]([F:66])([F:65])[F:64])[CH2:52][CH2:51]1)=[O:49]. The catalyst is CN(C=O)C.O. The product is [O:49]=[C:48]([N:50]1[CH2:51][CH2:52][N:53]([C:56](=[O:67])[C:57]2[CH:62]=[CH:61][CH:60]=[CH:59][C:58]=2[C:63]([F:66])([F:65])[F:64])[CH2:54][CH2:55]1)[CH2:47][NH:46][C:21]([C:18]1[NH:19][CH:20]=[C:16]([C:10]2[CH:11]=[CH:12][CH:13]=[CH:14][CH:15]=2)[CH:17]=1)=[O:23]. The yield is 0.876. (8) The reactants are [NH2:1][C:2]1[N:7]=[C:6]([N:8]2[C:12]3[CH:13]=[C:14](Br)[CH:15]=[CH:16][C:11]=3[N:10]=[C:9]2[NH:18][CH2:19][CH2:20][O:21][CH3:22])[CH:5]=[CH:4][N:3]=1.[CH3:23][C:24]([OH:28])([C:26]#[CH:27])[CH3:25].C(N(CC)CC)C. The catalyst is CS(C)=O.Cl[Pd](Cl)([P](C1C=CC=CC=1)(C1C=CC=CC=1)C1C=CC=CC=1)[P](C1C=CC=CC=1)(C1C=CC=CC=1)C1C=CC=CC=1. The product is [NH2:1][C:2]1[N:7]=[C:6]([N:8]2[C:12]3[CH:13]=[C:14]([C:27]#[C:26][C:24]([CH3:25])([OH:28])[CH3:23])[CH:15]=[CH:16][C:11]=3[N:10]=[C:9]2[NH:18][CH2:19][CH2:20][O:21][CH3:22])[CH:5]=[CH:4][N:3]=1. The yield is 0.0400. (9) The reactants are [F:1][C:2]1[CH:20]=[CH:19][C:5]([NH:6][CH2:7][C:8]2[CH:18]=[CH:17][C:11]3[N:12]=[C:13]([S:15][CH3:16])[S:14][C:10]=3[CH:9]=2)=[C:4]([N+:21]([O-])=O)[CH:3]=1.C(O)(=O)C.CO. The catalyst is [Zn].C(Cl)Cl. The product is [F:1][C:2]1[CH:3]=[C:4]([NH2:21])[C:5]([NH:6][CH2:7][C:8]2[CH:18]=[CH:17][C:11]3[N:12]=[C:13]([S:15][CH3:16])[S:14][C:10]=3[CH:9]=2)=[CH:19][CH:20]=1. The yield is 0.870.